Dataset: Peptide-MHC class I binding affinity with 185,985 pairs from IEDB/IMGT. Task: Regression. Given a peptide amino acid sequence and an MHC pseudo amino acid sequence, predict their binding affinity value. This is MHC class I binding data. (1) The peptide sequence is RRIFDLIEL. The MHC is HLA-B40:01 with pseudo-sequence HLA-B40:01. The binding affinity (normalized) is 0.231. (2) The peptide sequence is GTSNRTPTV. The binding affinity (normalized) is 0.266. The MHC is HLA-A02:06 with pseudo-sequence HLA-A02:06.